From a dataset of Forward reaction prediction with 1.9M reactions from USPTO patents (1976-2016). Predict the product of the given reaction. (1) Given the reactants [NH2:1][C:2]1[CH:7]=[C:6]([CH3:8])[CH:5]=[CH:4][C:3]=1[S:9]([NH2:12])(=[O:11])=[O:10].[Cl:13][C:14]1[CH:19]=[CH:18][C:17](/[CH:20]=[CH:21]/[S:22](Cl)(=[O:24])=[O:23])=[C:16]([O:26][CH3:27])[CH:15]=1, predict the reaction product. The product is: [Cl:13][C:14]1[CH:19]=[CH:18][C:17](/[CH:20]=[CH:21]/[S:22]([NH:1][C:2]2[CH:7]=[C:6]([CH3:8])[CH:5]=[CH:4][C:3]=2[S:9]([NH2:12])(=[O:10])=[O:11])(=[O:23])=[O:24])=[C:16]([O:26][CH3:27])[CH:15]=1. (2) Given the reactants [Cl:1][C:2]1[CH:3]=[C:4]([CH:7]=[CH:8][CH:9]=1)[C:5]#[N:6].Cl.[NH2:11][OH:12].[OH-].[Na+], predict the reaction product. The product is: [Cl:1][C:2]1[CH:3]=[C:4]([C:5](=[N:11][OH:12])[NH2:6])[CH:7]=[CH:8][CH:9]=1. (3) Given the reactants [F:1][C:2]([F:35])([F:34])[CH2:3][NH:4][C:5]([NH:7][C:8]1[CH:9]=[C:10]([C:14]2[N:18]3[N:19]=[CH:20][C:21]([C:23]4[CH:28]=[CH:27][C:26]([CH:29]([CH3:33])[C:30](O)=[O:31])=[CH:25][CH:24]=4)=[CH:22][C:17]3=[N:16][CH:15]=2)[CH:11]=[CH:12][CH:13]=1)=[O:6].[NH2:36][CH2:37][CH2:38][N:39]1[CH2:44][CH2:43][O:42][CH2:41][CH2:40]1, predict the reaction product. The product is: [N:39]1([CH2:38][CH2:37][NH:36][C:30](=[O:31])[CH:29]([C:26]2[CH:27]=[CH:28][C:23]([C:21]3[CH:20]=[N:19][N:18]4[C:14]([C:10]5[CH:11]=[CH:12][CH:13]=[C:8]([NH:7][C:5]([NH:4][CH2:3][C:2]([F:35])([F:34])[F:1])=[O:6])[CH:9]=5)=[CH:15][N:16]=[C:17]4[CH:22]=3)=[CH:24][CH:25]=2)[CH3:33])[CH2:44][CH2:43][O:42][CH2:41][CH2:40]1.